This data is from Full USPTO retrosynthesis dataset with 1.9M reactions from patents (1976-2016). The task is: Predict the reactants needed to synthesize the given product. Given the product [CH2:32]([CH:25]1[C:24]2[C:28](=[CH:29][CH:30]=[C:22]([C:1]#[N:2])[CH:23]=2)[C:27](=[O:31])[NH:26]1)[C:33]1[CH:34]=[CH:35][CH:36]=[CH:37][CH:38]=1, predict the reactants needed to synthesize it. The reactants are: [CH3:1][N:2](C=O)C.FC(F)(S(O[C:22]1[CH:23]=[C:24]2[C:28](=[CH:29][CH:30]=1)[C:27](=[O:31])[NH:26][CH:25]2[CH2:32][C:33]1[CH:38]=[CH:37][CH:36]=[CH:35][CH:34]=1)(=O)=O)C(F)(F)C(F)(F)C(F)(F)F.